From a dataset of Full USPTO retrosynthesis dataset with 1.9M reactions from patents (1976-2016). Predict the reactants needed to synthesize the given product. (1) The reactants are: C[O:2][C:3](=O)[CH2:4][CH2:5][N:6]1[CH2:10][CH2:9][C:8]2([CH2:15][CH2:14][C:13]([N:21]([CH3:23])[CH3:22])([C:16]3[S:17][CH:18]=[CH:19][CH:20]=3)[CH2:12][CH2:11]2)[CH2:7]1.[CH2:25]([Mg]Br)[CH3:26].S(=O)(=O)(O)O.C(=O)([O-])[O-].[K+].[K+].O1CC[CH2:42][CH2:41]1. Given the product [CH3:22][N:21]([CH3:23])[C:13]1([C:16]2[S:17][CH:18]=[CH:19][CH:20]=2)[CH2:14][CH2:15][C:8]2([CH2:9][CH2:10][N:6]([CH2:5][CH2:4][C:3]([CH2:25][CH3:26])([OH:2])[CH2:41][CH3:42])[CH2:7]2)[CH2:11][CH2:12]1, predict the reactants needed to synthesize it. (2) Given the product [Br:1][C:2]1[CH:7]=[CH:6][C:5]2[C:4]([CH:3]=1)=[N:13][O:15][C:8]=2[C:9]([OH:11])=[O:10], predict the reactants needed to synthesize it. The reactants are: [Br:1][C:2]1[CH:7]=[CH:6][C:5]([CH2:8][C:9]([O:11]C)=[O:10])=[C:4]([N+:13]([O-:15])=O)[CH:3]=1.OS(O)(=O)=O.